Dataset: Peptide-MHC class II binding affinity with 134,281 pairs from IEDB. Task: Regression. Given a peptide amino acid sequence and an MHC pseudo amino acid sequence, predict their binding affinity value. This is MHC class II binding data. (1) The peptide sequence is NNEVLRLADELRQEQGN. The MHC is DRB1_1302 with pseudo-sequence DRB1_1302. The binding affinity (normalized) is 0. (2) The peptide sequence is GMNPSHCNEMSWIQS. The MHC is DRB1_0901 with pseudo-sequence DRB1_0901. The binding affinity (normalized) is 0.0777. (3) The MHC is HLA-DQA10201-DQB10303 with pseudo-sequence HLA-DQA10201-DQB10303. The peptide sequence is GVMYNLWKMKTGRRG. The binding affinity (normalized) is 0. (4) The peptide sequence is SWIRSCPDLKDCLID. The MHC is DRB4_0101 with pseudo-sequence DRB4_0103. The binding affinity (normalized) is 0.180.